This data is from Full USPTO retrosynthesis dataset with 1.9M reactions from patents (1976-2016). The task is: Predict the reactants needed to synthesize the given product. (1) Given the product [P:38]([O:37][C:33]([CH3:34])([CH3:35])[CH3:36])([O:39][C:40]([CH3:41])([CH3:42])[CH3:43])([O:16][CH2:15][CH2:14][N:12]([CH3:13])[C:10](=[O:11])[C:9]1[CH:17]=[C:5]([N:4]([CH2:3][CH2:2][Br:1])[CH2:25][CH2:26][Br:27])[C:6]([S:21]([CH3:24])(=[O:23])=[O:22])=[CH:7][C:8]=1[N+:18]([O-:20])=[O:19])=[O:59], predict the reactants needed to synthesize it. The reactants are: [Br:1][CH2:2][CH2:3][N:4]([CH2:25][CH2:26][Br:27])[C:5]1[C:6]([S:21]([CH3:24])(=[O:23])=[O:22])=[CH:7][C:8]([N+:18]([O-:20])=[O:19])=[C:9]([CH:17]=1)[C:10]([N:12]([CH2:14][CH2:15][OH:16])[CH3:13])=[O:11].N1C=NN=N1.[C:33]([O:37][P:38](N(C(C)C)C(C)C)[O:39][C:40]([CH3:43])([CH3:42])[CH3:41])([CH3:36])([CH3:35])[CH3:34].C1C=C(Cl)C=C(C(OO)=[O:59])C=1. (2) Given the product [F:1][C:2]1[CH:42]=[CH:41][C:5]([CH2:6][N:7]([CH3:40])[C:8]([C@@:10]2([C:32]3[CH:37]=[CH:36][C:35]([Cl:38])=[C:34]([Cl:39])[CH:33]=3)[CH2:12][C@H:11]2[CH2:13][CH2:14][CH2:15][N:16]2[CH2:17][CH2:18][C:19]([NH:28][C:29](=[O:31])[CH3:30])([C:22]3[CH:27]=[CH:26][CH:25]=[CH:24][CH:23]=3)[CH2:20][CH2:21]2)=[O:9])=[CH:4][CH:3]=1, predict the reactants needed to synthesize it. The reactants are: [F:1][C:2]1[CH:42]=[CH:41][C:5]([CH2:6][N:7]([CH3:40])[C:8]([C@@:10]2([C:32]3[CH:37]=[CH:36][C:35]([Cl:38])=[C:34]([Cl:39])[CH:33]=3)[CH2:12][C@H:11]2/[CH:13]=[CH:14]/[CH2:15][N:16]2[CH2:21][CH2:20][C:19]([NH:28][C:29](=[O:31])[CH3:30])([C:22]3[CH:27]=[CH:26][CH:25]=[CH:24][CH:23]=3)[CH2:18][CH2:17]2)=[O:9])=[CH:4][CH:3]=1. (3) Given the product [C:22]([C:21]1[CH:24]=[CH:25][C:26]([O:1][CH2:2][CH2:3][CH2:4][O:5][C:6]2[CH:11]=[CH:10][C:9]([CH2:12][C@H:13]([O:17][CH3:18])[C:14]([OH:16])=[O:15])=[CH:8][CH:7]=2)=[CH:27][C:20]=1[F:19])#[N:23], predict the reactants needed to synthesize it. The reactants are: [OH:1][CH2:2][CH2:3][CH2:4][O:5][C:6]1[CH:11]=[CH:10][C:9]([CH2:12][C@H:13]([O:17][CH3:18])[C:14]([OH:16])=[O:15])=[CH:8][CH:7]=1.[F:19][C:20]1[CH:27]=[C:26](O)[CH:25]=[CH:24][C:21]=1[C:22]#[N:23].